The task is: Predict the reactants needed to synthesize the given product.. This data is from Retrosynthesis with 50K atom-mapped reactions and 10 reaction types from USPTO. (1) Given the product CCOC(=O)N1Cc2sc3ncnc(Nc4ccc(Cl)c(Cl)c4)c3c2C1, predict the reactants needed to synthesize it. The reactants are: CCOC(=O)N1Cc2sc3ncnc(Cl)c3c2C1.Nc1ccc(Cl)c(Cl)c1. (2) Given the product COc1cccc(C)n1, predict the reactants needed to synthesize it. The reactants are: C[O-].Cc1cccc(Cl)n1. (3) Given the product Nc1cccc2c1CN(c1c(F)cc3c(=O)c(C(=O)O)cn(-c4ccc(F)cc4)c3c1F)C2, predict the reactants needed to synthesize it. The reactants are: Nc1cccc2c1CNC2.O=C(O)c1cn(-c2ccc(F)cc2)c2c(F)c(F)c(F)cc2c1=O.